Predict the reactants needed to synthesize the given product. From a dataset of Full USPTO retrosynthesis dataset with 1.9M reactions from patents (1976-2016). (1) Given the product [Cl:28][CH2:29][C@@H:30]([C:32]1[CH:37]=[CH:36][C:35]([F:38])=[CH:34][CH:33]=1)[OH:31], predict the reactants needed to synthesize it. The reactants are: B.C1COCC1.B1(C)OC(C2C=CC=CC=2)(C2C=CC=CC=2)[C@@H]2N1CCC2.[Cl:28][CH2:29][C:30]([C:32]1[CH:37]=[CH:36][C:35]([F:38])=[CH:34][CH:33]=1)=[O:31]. (2) Given the product [C:24]([NH:1][C:2]1[CH:3]=[CH:4][C:5]([CH2:6][P:7](=[O:14])([O:8][CH2:9][CH3:10])[O:11][CH2:12][CH3:13])=[CH:15][CH:16]=1)(=[O:27])[CH:25]=[CH2:26], predict the reactants needed to synthesize it. The reactants are: [NH2:1][C:2]1[CH:16]=[CH:15][C:5]([CH2:6][P:7](=[O:14])([O:11][CH2:12][CH3:13])[O:8][CH2:9][CH3:10])=[CH:4][CH:3]=1.C(N(CC)CC)C.[C:24](Cl)(=[O:27])[CH:25]=[CH2:26]. (3) Given the product [CH2:39]([CH:31]1[CH2:32][C:33]2[C:38](=[CH:37][CH:36]=[CH:35][CH:34]=2)[N:30]1[C:28]([C:24]1[N:25]=[CH:26][N:27]=[C:22]([N:17]2[CH2:18][CH2:19][CH:14]([N:10]3[CH2:9][CH2:8][C:7]4[CH:20]=[C:3]([O:2][CH3:1])[CH:4]=[CH:5][C:6]=4[NH:12][C:11]3=[O:13])[CH2:15][CH2:16]2)[CH:23]=1)=[O:29])[CH3:40], predict the reactants needed to synthesize it. The reactants are: [CH3:1][O:2][C:3]1[CH:4]=[CH:5][C:6]2[NH:12][C:11](=[O:13])[N:10]([CH:14]3[CH2:19][CH2:18][NH:17][CH2:16][CH2:15]3)[CH2:9][CH2:8][C:7]=2[CH:20]=1.Cl[C:22]1[N:27]=[CH:26][N:25]=[C:24]([C:28]([N:30]2[C:38]3[C:33](=[CH:34][CH:35]=[CH:36][CH:37]=3)[CH2:32][CH:31]2[CH2:39][CH3:40])=[O:29])[CH:23]=1.CCN(C(C)C)C(C)C. (4) Given the product [CH:1]1([NH:4][C:5](=[O:31])[C:6]2[CH:11]=[C:10]([F:12])[C:9]([CH3:13])=[C:8]([C:14]3[CH:15]=[C:16]4[C:21](=[CH:22][CH:23]=3)[C:20](=[O:24])[N:19]([CH2:25][CH:26]3[CH2:27][CH2:28]3)[CH:18]=[C:17]4[CH2:29][N:37]3[CH2:36][CH2:35][NH:34][C@@H:33]([CH3:32])[CH2:38]3)[CH:7]=2)[CH2:3][CH2:2]1, predict the reactants needed to synthesize it. The reactants are: [CH:1]1([NH:4][C:5](=[O:31])[C:6]2[CH:11]=[C:10]([F:12])[C:9]([CH3:13])=[C:8]([C:14]3[CH:15]=[C:16]4[C:21](=[CH:22][CH:23]=3)[C:20](=[O:24])[N:19]([CH2:25][CH:26]3[CH2:28][CH2:27]3)[CH:18]=[C:17]4[CH:29]=O)[CH:7]=2)[CH2:3][CH2:2]1.[CH3:32][C@H:33]1[CH2:38][NH:37][CH2:36][CH2:35][N:34]1C(OC(C)(C)C)=O. (5) The reactants are: [Cl:1][C:2]1[CH:3]=[C:4]([NH:8][C:9]2[N:10]=[CH:11][C:12]([C:20]([N:22]3[CH2:27][CH2:26][O:25][CH2:24][CH2:23]3)=[O:21])=[C:13]3[C:17]([CH3:18])=[CH:16][N:15]([CH3:19])[C:14]=23)[CH:5]=[CH:6][CH:7]=1.Cl. Given the product [ClH:1].[Cl:1][C:2]1[CH:3]=[C:4]([NH:8][C:9]2[N:10]=[CH:11][C:12]([C:20]([N:22]3[CH2:23][CH2:24][O:25][CH2:26][CH2:27]3)=[O:21])=[C:13]3[C:17]([CH3:18])=[CH:16][N:15]([CH3:19])[C:14]=23)[CH:5]=[CH:6][CH:7]=1, predict the reactants needed to synthesize it. (6) Given the product [CH:1]1([CH2:6][CH:7]([C:18]2[NH:29][C:21]3=[N:22][CH:23]=[C:24]([C:26]([OH:28])=[O:27])[CH:25]=[C:20]3[CH:19]=2)[C:8]2[CH:13]=[CH:12][C:11]([S:14]([CH3:17])(=[O:16])=[O:15])=[CH:10][CH:9]=2)[CH2:5][CH2:4][CH2:3][CH2:2]1, predict the reactants needed to synthesize it. The reactants are: [CH:1]1([CH:6]=[C:7]([C:18]2[NH:29][C:21]3=[N:22][CH:23]=[C:24]([C:26]([OH:28])=[O:27])[CH:25]=[C:20]3[CH:19]=2)[C:8]2[CH:13]=[CH:12][C:11]([S:14]([CH3:17])(=[O:16])=[O:15])=[CH:10][CH:9]=2)[CH2:5][CH2:4][CH2:3][CH2:2]1.[H][H]. (7) Given the product [F:1][C:2]1[CH:7]=[CH:6][C:5]([C:8]2[C:12]([CH2:13][N:20]3[C:16](=[O:26])[C:17]4[C:18](=[CH:22][CH:23]=[CH:24][CH:25]=4)[C:19]3=[O:21])=[C:11]([CH3:15])[O:10][N:9]=2)=[CH:4][CH:3]=1, predict the reactants needed to synthesize it. The reactants are: [F:1][C:2]1[CH:7]=[CH:6][C:5]([C:8]2[C:12]([CH2:13]O)=[C:11]([CH3:15])[O:10][N:9]=2)=[CH:4][CH:3]=1.[C:16]1(=[O:26])[NH:20][C:19](=[O:21])[C:18]2=[CH:22][CH:23]=[CH:24][CH:25]=[C:17]12.C1(P(C2C=CC=CC=2)C2C=CC=CC=2)C=CC=CC=1.N(C(OCC)=O)=NC(OCC)=O. (8) Given the product [Br:1][C:2]1[CH:3]=[CH:4][C:5]2[O:9][C:8]([C:10](=[O:12])[NH2:11])=[C:7]([NH:13][C:14]([C:16]3[CH:17]=[C:37]([CH:45]=[CH:44][CH:19]=3)[CH2:36][NH:35][C:33](=[O:34])[O:32][C:28]([CH3:30])([CH3:31])[CH3:29])=[O:15])[C:6]=2[CH:27]=1, predict the reactants needed to synthesize it. The reactants are: [Br:1][C:2]1[CH:3]=[CH:4][C:5]2[O:9][C:8]([C:10](=[O:12])[NH2:11])=[C:7]([NH:13][C:14]([CH:16]3[CH2:19]N(C(OC(C)(C)C)=O)[CH2:17]3)=[O:15])[C:6]=2[CH:27]=1.[C:28]([O:32][C:33]([NH:35][CH2:36][C:37]1C=C(C=[CH:44][CH:45]=1)C(O)=O)=[O:34])([CH3:31])([CH3:30])[CH3:29].C(N1CC(C(O)=O)C1)(OC(C)(C)C)=O. (9) Given the product [C:1]([S:14]([N:17]([CH2:21][CH2:22][CH2:23][C:24]([O:26][K:29])=[O:25])[CH2:18][CH2:19][CH3:20])(=[O:16])=[O:15])([C:4]([C:7]([C:10]([F:13])([F:12])[F:11])([F:9])[F:8])([F:6])[F:5])([F:3])[F:2], predict the reactants needed to synthesize it. The reactants are: [C:1]([S:14]([N:17]([CH2:21][CH2:22][CH2:23][C:24]([O:26]C)=[O:25])[CH2:18][CH2:19][CH3:20])(=[O:16])=[O:15])([C:4]([C:7]([C:10]([F:13])([F:12])[F:11])([F:9])[F:8])([F:6])[F:5])([F:3])[F:2].[OH-].[K+:29].C(O)(C)C. (10) The reactants are: [CH3:1][CH:2]1[N:7]([CH3:8])[CH:6]([CH3:9])[CH2:5][N:4](C(OC(C)(C)C)=O)[CH2:3]1.C(O)(C(F)(F)F)=O. Given the product [CH3:8][N:7]1[CH:2]([CH3:1])[CH2:3][NH:4][CH2:5][CH:6]1[CH3:9], predict the reactants needed to synthesize it.